From a dataset of Full USPTO retrosynthesis dataset with 1.9M reactions from patents (1976-2016). Predict the reactants needed to synthesize the given product. (1) Given the product [Cl:1][C:2]1[CH:7]=[CH:6][CH:5]=[CH:4][C:3]=1[C:8]1[CH:13]=[CH:12][C:11]([CH2:14][NH:26][C@@H:16]2[C:25]3[C:20](=[CH:21][CH:22]=[CH:23][CH:24]=3)[CH2:19][CH2:18][CH2:17]2)=[CH:10][CH:9]=1, predict the reactants needed to synthesize it. The reactants are: [Cl:1][C:2]1[CH:7]=[CH:6][CH:5]=[CH:4][C:3]=1[C:8]1[CH:13]=[CH:12][C:11]([CH:14]=O)=[CH:10][CH:9]=1.[C@@H:16]1([NH2:26])[C:25]2[C:20](=[CH:21][CH:22]=[CH:23][CH:24]=2)[CH2:19][CH2:18][CH2:17]1. (2) Given the product [Cl:1][C:2]1[CH:3]=[CH:4][C:5]([CH2:8][C@@H:9]([NH:29][C:30]([C@@H:32]2[CH2:36][CH2:35][C@H:34]([NH2:37])[CH2:33]2)=[O:31])[C:10]([N:12]2[CH2:17][CH2:16][CH:15]([C:18]3[CH:23]=[CH:22][CH:21]=[CH:20][C:19]=3[NH:24][S:25]([CH3:28])(=[O:27])=[O:26])[CH2:14][CH2:13]2)=[O:11])=[CH:6][CH:7]=1, predict the reactants needed to synthesize it. The reactants are: [Cl:1][C:2]1[CH:7]=[CH:6][C:5]([CH2:8][C@@H:9]([NH:29][C:30]([C@@H:32]2[CH2:36][CH2:35][C@H:34]([NH:37]C(OC(C)(C)C)=O)[CH2:33]2)=[O:31])[C:10]([N:12]2[CH2:17][CH2:16][CH:15]([C:18]3[CH:23]=[CH:22][CH:21]=[CH:20][C:19]=3[NH:24][S:25]([CH3:28])(=[O:27])=[O:26])[CH2:14][CH2:13]2)=[O:11])=[CH:4][CH:3]=1.C(O)(C(F)(F)F)=O.